From a dataset of Full USPTO retrosynthesis dataset with 1.9M reactions from patents (1976-2016). Predict the reactants needed to synthesize the given product. (1) Given the product [ClH:1].[F:8][C@H:9]1[C@:14]([CH2:17][OH:18])([O:15][CH3:16])[CH2:13][CH2:12][NH:11][CH2:10]1, predict the reactants needed to synthesize it. The reactants are: [ClH:1].O1CCOCC1.[F:8][C@H:9]1[C@:14]([CH2:17][OH:18])([O:15][CH3:16])[CH2:13][CH2:12][N:11](C(OC(C)(C)C)=O)[CH2:10]1. (2) Given the product [N:6]1[C:2]2[C:7](=[CH:1][CH:2]=[CH:7][CH:1]=2)[N:6]=[CH:8][CH:8]=1, predict the reactants needed to synthesize it. The reactants are: [CH2:1]([S-])[CH3:2].[Na+].C[N:6]([CH:8]=O)[CH3:7]. (3) Given the product [CH2:13]([O:12][CH2:11][C:6]([CH2:5][O:4][CH2:1][CH:2]=[CH2:3])([CH2:9][CH3:10])[CH:7]=[O:8])[CH:14]=[CH2:15], predict the reactants needed to synthesize it. The reactants are: [CH2:1]([O:4][CH2:5][C:6]([CH2:11][O:12][CH2:13][CH:14]=[CH2:15])([CH2:9][CH3:10])[CH2:7][OH:8])[CH:2]=[CH2:3].C(Cl)(=O)C(Cl)=O. (4) Given the product [CH2:1]([O:3][C:4]([N:6]1[C:15]2[C:10](=[N:11][C:12]([O:16][CH3:17])=[CH:13][CH:14]=2)[C@@H:9]([NH:18][C:19]2[N:24]=[C:23]([CH2:25][C:26]3[CH:31]=[C:30]([C:32]([F:35])([F:34])[F:33])[CH:29]=[C:28]([C:36]([F:39])([F:38])[F:37])[CH:27]=3)[C:22]([S:47][CH2:46][C:45]([OH:48])=[O:44])=[CH:21][N:20]=2)[CH2:8][C@H:7]1[CH2:41][CH3:42])=[O:5])[CH3:2], predict the reactants needed to synthesize it. The reactants are: [CH2:1]([O:3][C:4]([N:6]1[C:15]2[C:10](=[N:11][C:12]([O:16][CH3:17])=[CH:13][CH:14]=2)[C@@H:9]([NH:18][C:19]2[N:24]=[C:23]([CH2:25][C:26]3[CH:31]=[C:30]([C:32]([F:35])([F:34])[F:33])[CH:29]=[C:28]([C:36]([F:39])([F:38])[F:37])[CH:27]=3)[C:22](I)=[CH:21][N:20]=2)[CH2:8][C@H:7]1[CH2:41][CH3:42])=[O:5])[CH3:2].C[O:44][C:45](=[O:48])[CH2:46][SH:47].C(O)CO.C(=O)([O-])[O-].[K+].[K+]. (5) Given the product [F:13][C:14]1[CH:15]=[C:16]([N:17]2[Si:26]([CH3:28])([CH3:27])[CH2:25][CH2:24][Si:22]2([CH3:23])[CH3:21])[CH:18]=[CH:19][CH:20]=1, predict the reactants needed to synthesize it. The reactants are: C(NC(C)C)(C)C.C([Li])CCC.[F:13][C:14]1[CH:15]=[C:16]([CH:18]=[CH:19][CH:20]=1)[NH2:17].[CH3:21][Si:22](Cl)([CH2:24][CH2:25][Si:26](Cl)([CH3:28])[CH3:27])[CH3:23]. (6) The reactants are: [F:1][C:2]1[C:3]([O:12][CH3:13])=[N:4][CH:5]=[C:6]([CH:11]=1)[C:7]([O:9]C)=[O:8].[OH-].[K+]. Given the product [F:1][C:2]1[C:3]([O:12][CH3:13])=[N:4][CH:5]=[C:6]([CH:11]=1)[C:7]([OH:9])=[O:8], predict the reactants needed to synthesize it. (7) Given the product [F:46][C:35]1[CH:34]=[C:33]([C:20]2[CH:21]=[N:22][C:15]([N:12]3[CH2:11][CH2:10][N:9]([C:6]4[N:5]=[C:4]([CH:1]([CH3:2])[CH3:3])[O:8][N:7]=4)[CH2:14][CH2:13]3)=[C:16]([CH:19]=2)[C:17]#[N:18])[CH:38]=[CH:37][C:36]=1[N:39]1[C:43](=[O:44])[N:42]([CH3:45])[N:41]=[CH:40]1, predict the reactants needed to synthesize it. The reactants are: [CH:1]([C:4]1[O:8][N:7]=[C:6]([N:9]2[CH2:14][CH2:13][N:12]([C:15]3[N:22]=[CH:21][C:20](B4OC(C)(C)C(C)(C)O4)=[CH:19][C:16]=3[C:17]#[N:18])[CH2:11][CH2:10]2)[N:5]=1)([CH3:3])[CH3:2].Br[C:33]1[CH:38]=[CH:37][C:36]([N:39]2[C:43](=[O:44])[N:42]([CH3:45])[N:41]=[CH:40]2)=[C:35]([F:46])[CH:34]=1.C(=O)([O-])[O-].[Na+].[Na+]. (8) Given the product [CH2:1]([O:3][C:4](=[O:12])[CH2:5][CH:6]1[CH2:11][CH2:10][O:9][CH2:8][CH2:7]1)[CH3:2], predict the reactants needed to synthesize it. The reactants are: [CH2:1]([O:3][C:4](=[O:12])[CH:5]=[C:6]1[CH2:11][CH2:10][O:9][CH2:8][CH2:7]1)[CH3:2].[H][H]. (9) Given the product [C:23]([O:1][CH:2]([C:8]1[S:9][C:10]2[CH:22]=[CH:21][CH:20]=[CH:19][C:11]=2[C:12]=1[C:13]1[CH:18]=[CH:17][CH:16]=[CH:15][CH:14]=1)[C:3]([O:5][CH2:6][CH3:7])=[O:4])([CH3:26])([CH3:25])[CH3:24], predict the reactants needed to synthesize it. The reactants are: [OH:1][CH:2]([C:8]1[S:9][C:10]2[CH:22]=[CH:21][CH:20]=[CH:19][C:11]=2[C:12]=1[C:13]1[CH:18]=[CH:17][CH:16]=[CH:15][CH:14]=1)[C:3]([O:5][CH2:6][CH3:7])=[O:4].[C:23](Br)([CH3:26])([CH3:25])[CH3:24]. (10) Given the product [CH2:1]=[C:2]1[CH2:4][CH2:12][CH:11]([CH2:14][C:15]([O:17][CH2:18][CH3:19])=[O:16])[CH2:10][CH2:3]1, predict the reactants needed to synthesize it. The reactants are: [CH3:1][C:2]([O-])([CH3:4])[CH3:3].[K+].O=C1C[CH2:12][CH:11]([CH2:14][C:15]([O:17][CH2:18][CH3:19])=[O:16])[CH2:10]C1.